Task: Predict the reaction yield, written as a fraction of the theoretical maximum amount of product (1.0 means a 100% yield; for example, 0.34 means a 34% yield).. Dataset: Reaction yield outcomes from USPTO patents with 853,638 reactions (1) The reactants are Cl[C:2]1[N:7]=[C:6]([NH:8][C:9]([C:11]2([C:14]3[CH:15]=[CH:16][C:17]4[O:21][CH2:20][CH2:19][C:18]=4[CH:22]=3)[CH2:13][CH2:12]2)=[O:10])[CH:5]=[C:4]([CH3:23])[C:3]=1[CH3:24].[CH3:25][O:26][C:27]1[N:32]=[CH:31][C:30](B(O)O)=[CH:29][CH:28]=1.C([O-])([O-])=O.[Na+].[Na+]. The catalyst is COCCOC.C(OCC)(=O)C.C1C=CC([P]([Pd]([P](C2C=CC=CC=2)(C2C=CC=CC=2)C2C=CC=CC=2)([P](C2C=CC=CC=2)(C2C=CC=CC=2)C2C=CC=CC=2)[P](C2C=CC=CC=2)(C2C=CC=CC=2)C2C=CC=CC=2)(C2C=CC=CC=2)C2C=CC=CC=2)=CC=1. The product is [O:21]1[C:17]2[CH:16]=[CH:15][C:14]([C:11]3([C:9]([NH:8][C:6]4[N:7]=[C:2]([C:30]5[CH:31]=[N:32][C:27]([O:26][CH3:25])=[CH:28][CH:29]=5)[C:3]([CH3:24])=[C:4]([CH3:23])[CH:5]=4)=[O:10])[CH2:13][CH2:12]3)=[CH:22][C:18]=2[CH2:19][CH2:20]1. The yield is 0.866. (2) The reactants are Cl[C:2]1[C:19]2[C:6](=[C:7]3[C:16](=[CH:17][CH:18]=2)[C:15]2[C:10](=[CH:11][CH:12]=[CH:13][CH:14]=2)[S:9](=[O:21])(=[O:20])[NH:8]3)[N:5]=[CH:4][CH:3]=1.[NH3:22]. The catalyst is CO. The product is [O:20]=[S:9]1(=[O:21])[C:10]2[C:15](=[CH:14][CH:13]=[CH:12][CH:11]=2)[C:16]2[C:7](=[C:6]3[C:19](=[CH:18][CH:17]=2)[C:2]([NH2:22])=[CH:3][CH:4]=[N:5]3)[NH:8]1. The yield is 0.200. (3) The yield is 0.540. The reactants are BrBr.C(OC([NH:10][C:11]1[CH:16]=[C:15]([CH2:17][C:18]([C:20]2[CH:25]=[CH:24][CH:23]=[C:22]([CH3:26])[CH:21]=2)=O)[CH:14]=[CH:13][N:12]=1)=O)(C)(C)C.[C:27]([NH2:30])(=[S:29])[CH3:28].C(=O)([O-])O.[Na+]. The product is [CH3:28][C:27]1[S:29][C:17]([C:15]2[CH:14]=[CH:13][N:12]=[C:11]([NH2:10])[CH:16]=2)=[C:18]([C:20]2[CH:25]=[CH:24][CH:23]=[C:22]([CH3:26])[CH:21]=2)[N:30]=1. The catalyst is C(O)(=O)C. (4) The product is [C:1]([O:5][C:6]([N:8]1[CH2:13][CH2:12][CH:11]([C:14]([NH:16][C:17]2[CH:32]=[CH:31][C:30]([CH2:33][OH:34])=[CH:29][C:18]=2[C:19]([NH:21][C:22]2[CH:27]=[CH:26][C:25]([Cl:28])=[CH:24][N:23]=2)=[O:20])=[O:15])[CH2:10][CH2:9]1)=[O:7])([CH3:4])([CH3:2])[CH3:3]. The yield is 0.630. The reactants are [C:1]([O:5][C:6]([N:8]1[CH2:13][CH2:12][CH:11]([C:14]([NH:16][C:17]2[CH:32]=[CH:31][C:30]([C:33](O)=[O:34])=[CH:29][C:18]=2[C:19]([NH:21][C:22]2[CH:27]=[CH:26][C:25]([Cl:28])=[CH:24][N:23]=2)=[O:20])=[O:15])[CH2:10][CH2:9]1)=[O:7])([CH3:4])([CH3:3])[CH3:2].CN1CCOCC1.ClC(OCC)=O.[BH4-].[Na+].[Cl-].[NH4+]. The catalyst is O1CCCC1.CO.